From a dataset of Full USPTO retrosynthesis dataset with 1.9M reactions from patents (1976-2016). Predict the reactants needed to synthesize the given product. (1) Given the product [CH2:30]([N:20]1[CH2:21][CH2:22][CH2:23][CH:18]([C:15]2[NH:14][C:13]([C:10]3[CH:11]=[N:12][C:7]([C:1]4[CH:2]=[CH:3][CH:4]=[CH:5][CH:6]=4)=[N:8][CH:9]=3)=[CH:17][N:16]=2)[CH2:19]1)[C:31]1[CH:36]=[CH:35][CH:34]=[CH:33][CH:32]=1, predict the reactants needed to synthesize it. The reactants are: [C:1]1([C:7]2[N:12]=[CH:11][C:10]([C:13]3[N:14]=[C:15]([CH:18]4[CH2:23][CH2:22][CH2:21][NH:20][CH2:19]4)[NH:16][CH:17]=3)=[CH:9][N:8]=2)[CH:6]=[CH:5][CH:4]=[CH:3][CH:2]=1.C(=O)([O-])[O-].[Cs+].[Cs+].[CH2:30](Br)[C:31]1[CH:36]=[CH:35][CH:34]=[CH:33][CH:32]=1. (2) Given the product [Cl:1][C:2]1[CH:3]=[C:4]2[CH:16]=[C:17]([CH:18]3[CH2:21][CH2:20][CH2:19]3)[NH:8][C:5]2=[CH:6][N:7]=1, predict the reactants needed to synthesize it. The reactants are: [Cl:1][C:2]1[N:7]=[CH:6][C:5]([NH:8]C(=O)OC(C)(C)C)=[C:4]([C:16]#[C:17][CH:18]2[CH2:21][CH2:20][CH2:19]2)[CH:3]=1.CC([O-])(C)C.[K+].